The task is: Regression. Given a peptide amino acid sequence and an MHC pseudo amino acid sequence, predict their binding affinity value. This is MHC class I binding data.. This data is from Peptide-MHC class I binding affinity with 185,985 pairs from IEDB/IMGT. The peptide sequence is APRELLQYI. The MHC is HLA-A02:01 with pseudo-sequence HLA-A02:01. The binding affinity (normalized) is 0.424.